From a dataset of Peptide-MHC class II binding affinity with 134,281 pairs from IEDB. Regression. Given a peptide amino acid sequence and an MHC pseudo amino acid sequence, predict their binding affinity value. This is MHC class II binding data. (1) The peptide sequence is VGAATGAATAATGGY. The MHC is HLA-DPA10103-DPB10301 with pseudo-sequence HLA-DPA10103-DPB10301. The binding affinity (normalized) is 0.184. (2) The peptide sequence is IGRIAETILGYNPSA. The MHC is H-2-IAs with pseudo-sequence H-2-IAs. The binding affinity (normalized) is 0.628.